Dataset: Reaction yield outcomes from USPTO patents with 853,638 reactions. Task: Predict the reaction yield, written as a fraction of the theoretical maximum amount of product (1.0 means a 100% yield; for example, 0.34 means a 34% yield). (1) The reactants are [CH3:1][C:2]1[N:7]([C:8]2[CH:13]=[CH:12][CH:11]=[C:10]([C:14]([F:17])([F:16])[F:15])[CH:9]=2)[C:6](=[O:18])[C:5]([C:19]([O:21][CH2:22][CH3:23])=[O:20])=[CH:4][CH:3]=1.[I:24]N1C(=O)CCC1=O. The catalyst is C(Cl)Cl.C(O)(C(F)(F)F)=O. The product is [I:24][C:3]1[CH:4]=[C:5]([C:19]([O:21][CH2:22][CH3:23])=[O:20])[C:6](=[O:18])[N:7]([C:8]2[CH:13]=[CH:12][CH:11]=[C:10]([C:14]([F:17])([F:15])[F:16])[CH:9]=2)[C:2]=1[CH3:1]. The yield is 0.830. (2) The reactants are [CH2:1]([C@:4]1([C:27]2[CH:32]=[CH:31][C:30]([F:33])=[CH:29][CH:28]=2)[CH2:9][CH2:8][N:7]([C@H](C2C=CC(C3C=CC(F)=CC=3F)=CC=2)C)[C:6](=[O:26])[NH:5]1)[CH:2]=[CH2:3].[OH-:34].[Na+].OO. The catalyst is C1COCC1. The product is [F:33][C:30]1[CH:31]=[CH:32][C:27]([C:4]2([CH2:1][CH2:2][CH2:3][OH:34])[CH2:9][CH2:8][NH:7][C:6](=[O:26])[NH:5]2)=[CH:28][CH:29]=1. The yield is 0.190. (3) The reactants are [N:1]1([CH:7]([C:11]2[CH:15]=[CH:14][S:13][CH:12]=2)[C:8]([OH:10])=[O:9])[CH2:6][CH2:5][CH2:4][CH2:3][CH2:2]1.C1CCC(N=C=NC2CCCCC2)CC1.C1C=CC2N(O)N=NC=2C=1.[N:41]12[CH2:48][CH2:47][CH:44]([CH2:45][CH2:46]1)[C@@H:43](O)[CH2:42]2. The catalyst is C1COCC1.CN(C=O)C. The product is [N:1]1([CH:7]([C:11]2[CH:15]=[CH:14][S:13][CH:12]=2)[C:8]([O:10][C@@H:43]2[CH:44]3[CH2:47][CH2:48][N:41]([CH2:46][CH2:45]3)[CH2:42]2)=[O:9])[CH2:6][CH2:5][CH2:4][CH2:3][CH2:2]1. The yield is 0.585. (4) The reactants are C([O:5][C:6](=[O:26])[CH2:7][C:8]1[CH:13]=[CH:12][C:11]([NH:14][C:15]([C:17]2[C:18]3[CH:25]=[CH:24][CH:23]=[CH:22][C:19]=3[S:20][CH:21]=2)=[O:16])=[CH:10][CH:9]=1)(C)(C)C.Cl.[O:28]1CCOC[CH2:29]1. The catalyst is C(Cl)(Cl)Cl. The product is [S:20]1[CH:21]=[C:17]([C:15]([NH:14][C:11]2[CH:12]=[CH:13][C:8]([CH2:7][C:6]([OH:5])=[O:26])=[CH:9][C:10]=2[O:28][CH3:29])=[O:16])[C:18]2[CH:25]=[CH:24][CH:23]=[CH:22][C:19]1=2. The yield is 0.940. (5) The reactants are [I:8][CH2:7][C:6](O[C:6](=[O:9])[CH2:7][I:8])=[O:9].[NH2:10][C:11]1[CH:19]=[CH:18][C:14]([C:15]([OH:17])=[O:16])=[CH:13][CH:12]=1. The catalyst is O1CCOCC1. The product is [I:8][CH2:7][C:6]([NH:10][C:11]1[CH:19]=[CH:18][C:14]([C:15]([OH:17])=[O:16])=[CH:13][CH:12]=1)=[O:9]. The yield is 0.720.